Task: Predict which catalyst facilitates the given reaction.. Dataset: Catalyst prediction with 721,799 reactions and 888 catalyst types from USPTO Reactant: [F:1][C:2]1[CH:3]=[CH:4][C:5]2[N:9]=[C:8]([C@@H:10]([NH2:14])[CH2:11][O:12][CH3:13])[N:7]([C:15]3[CH:20]=[CH:19][CH:18]=[CH:17][N:16]=3)[C:6]=2[CH:21]=1.[NH2:22][C:23]1[C:28]([C:29]#[N:30])=[C:27](Cl)[N:26]=[CH:25][N:24]=1.CCN(C(C)C)C(C)C. Product: [NH2:22][C:23]1[C:28]([C:29]#[N:30])=[C:27]([NH:14][C@H:10]([C:8]2[N:7]([C:15]3[CH:20]=[CH:19][CH:18]=[CH:17][N:16]=3)[C:6]3[CH:21]=[C:2]([F:1])[CH:3]=[CH:4][C:5]=3[N:9]=2)[CH2:11][O:12][CH3:13])[N:26]=[CH:25][N:24]=1. The catalyst class is: 41.